From a dataset of HIV replication inhibition screening data with 41,000+ compounds from the AIDS Antiviral Screen. Binary Classification. Given a drug SMILES string, predict its activity (active/inactive) in a high-throughput screening assay against a specified biological target. The drug is S=C1Cc2[nH]c(=S)sc(=S)c2C(=S)N1. The result is 0 (inactive).